From a dataset of Retrosynthesis with 50K atom-mapped reactions and 10 reaction types from USPTO. Predict the reactants needed to synthesize the given product. (1) Given the product O=C(NCC12CC3CC(CC(C3)C1)C2)c1cc(CNCCOCCO)ccc1Cl, predict the reactants needed to synthesize it. The reactants are: NCCOCCO.O=Cc1ccc(Cl)c(C(=O)NCC23CC4CC(CC(C4)C2)C3)c1. (2) Given the product CCCCCCCNCc1cccc(OC)c1OCc1ccccc1, predict the reactants needed to synthesize it. The reactants are: CCCCCCCN.COc1cccc(C=O)c1OCc1ccccc1. (3) Given the product Fc1ccc(/C=C/c2cc(Br)ccn2)cc1, predict the reactants needed to synthesize it. The reactants are: Brc1ccnc(Br)c1.OB(O)/C=C/c1ccc(F)cc1. (4) Given the product Nc1ccccc1C(=O)NN=Cc1c(O)ccc2ccccc12, predict the reactants needed to synthesize it. The reactants are: NNC(=O)c1ccccc1N.O=Cc1c(O)ccc2ccccc12. (5) Given the product COc1ccc(N2CCN(c3ccc(-n4cccn4)cc3)CC2)cc1, predict the reactants needed to synthesize it. The reactants are: COc1ccc(N(CCCl)CCCl)cc1.Nc1ccc(-n2cccn2)cc1. (6) Given the product CN1CCN(C2CNC2)CC1=O, predict the reactants needed to synthesize it. The reactants are: CN1CCN(C2CN(C(=O)OC(C)(C)C)C2)CC1=O. (7) Given the product CC(C)c1nc(CN=[N+]=[N-])n(C)c1Sc1cc(Cl)cc(Cl)c1, predict the reactants needed to synthesize it. The reactants are: CC(C)c1nc(CCl)n(C)c1Sc1cc(Cl)cc(Cl)c1.[N-]=[N+]=[N-].